From a dataset of Forward reaction prediction with 1.9M reactions from USPTO patents (1976-2016). Predict the product of the given reaction. The product is: [C:17]([NH:21][C:22]([NH:1][C:2]1([C:8]2[CH:13]=[CH:12][CH:11]=[C:10]([N+:14]([O-:16])=[O:15])[CH:9]=2)[CH2:4][CH:3]1[CH2:5][CH2:6][OH:7])=[S:23])([CH3:20])([CH3:19])[CH3:18]. Given the reactants [NH2:1][C:2]1([C:8]2[CH:13]=[CH:12][CH:11]=[C:10]([N+:14]([O-:16])=[O:15])[CH:9]=2)[CH2:4][CH:3]1[CH2:5][CH2:6][OH:7].[C:17]([N:21]=[C:22]=[S:23])([CH3:20])([CH3:19])[CH3:18], predict the reaction product.